From a dataset of Catalyst prediction with 721,799 reactions and 888 catalyst types from USPTO. Predict which catalyst facilitates the given reaction. (1) Reactant: C([O-])(=O)C.[Na+].[Br:6]Br.[CH3:8][O:9][C:10]1[CH:15]=[CH:14][CH:13]=[C:12]([N+:16]([O-:18])=[O:17])[C:11]=1[NH2:19]. Product: [Br:6][C:14]1[CH:13]=[C:12]([N+:16]([O-:18])=[O:17])[C:11]([NH2:19])=[C:10]([O:9][CH3:8])[CH:15]=1. The catalyst class is: 15. (2) Reactant: [Na].[O:2]=[C:3]1[CH:10]2[CH2:11][C:6]3([O:13][C:14](=[O:22])[C:15]([F:21])([F:20])[S:16]([OH:19])(=[O:18])=[O:17])[CH2:7][CH:8]([CH2:12][CH:4]1[CH2:5]3)[CH2:9]2.[Cl-].[C:24]1([S+:30]([C:37]2[CH:42]=[CH:41][CH:40]=[CH:39][CH:38]=2)[C:31]2[CH:36]=[CH:35][CH:34]=[CH:33][CH:32]=2)[CH:29]=[CH:28][CH:27]=[CH:26][CH:25]=1. Product: [O:2]=[C:3]1[CH:10]2[CH2:11][C:6]3([O:13][C:14]([C:15]([F:21])([F:20])[S:16]([O-:19])(=[O:17])=[O:18])=[O:22])[CH2:7][CH:8]([CH2:12][CH:4]1[CH2:5]3)[CH2:9]2.[C:37]1([S+:30]([C:24]2[CH:25]=[CH:26][CH:27]=[CH:28][CH:29]=2)[C:31]2[CH:36]=[CH:35][CH:34]=[CH:33][CH:32]=2)[CH:38]=[CH:39][CH:40]=[CH:41][CH:42]=1. The catalyst class is: 192.